From a dataset of Peptide-MHC class I binding affinity with 185,985 pairs from IEDB/IMGT. Regression. Given a peptide amino acid sequence and an MHC pseudo amino acid sequence, predict their binding affinity value. This is MHC class I binding data. The peptide sequence is LTVFNFAYL. The MHC is H-2-Db with pseudo-sequence H-2-Db. The binding affinity (normalized) is 0.475.